This data is from Reaction yield outcomes from USPTO patents with 853,638 reactions. The task is: Predict the reaction yield, written as a fraction of the theoretical maximum amount of product (1.0 means a 100% yield; for example, 0.34 means a 34% yield). (1) The product is [C:26]([C:23]1[CH:24]=[CH:25][C:20]([N:9]2[CH:8]([C:5]3[CH:6]=[CH:7][C:2]([C:35]#[N:36])=[CH:3][CH:4]=3)[CH2:12][CH2:11][CH:10]2[C:13]2[CH:18]=[CH:17][C:16]([C:31]#[N:32])=[CH:15][CH:14]=2)=[CH:21][CH:22]=1)([CH3:28])([CH3:29])[CH3:27]. The yield is 0.780. The catalyst is O. The reactants are Br[C:2]1[CH:7]=[CH:6][C:5]([CH:8]2[CH2:12][CH2:11][CH:10]([C:13]3[CH:18]=[CH:17][C:16](Br)=[CH:15][CH:14]=3)[N:9]2[C:20]2[CH:25]=[CH:24][C:23]([C:26]([CH3:29])([CH3:28])[CH3:27])=[CH:22][CH:21]=2)=[CH:4][CH:3]=1.[Cu][C:31]#[N:32].[OH-].[NH4+].[CH3:35][N:36](C=O)C. (2) The reactants are [CH:1]1([S:6][CH:7]([C:11]2[CH:16]=[CH:15][C:14]([C:17]([F:20])([F:19])[F:18])=[CH:13][CH:12]=2)[C:8]([OH:10])=O)[CH2:5][CH2:4][CH2:3][CH2:2]1.[NH2:21][C:22]1[CH:27]=[CH:26][CH:25]=[CH:24][N:23]=1. The catalyst is C1COCC1. The product is [CH:1]1([S:6][CH:7]([C:11]2[CH:16]=[CH:15][C:14]([C:17]([F:20])([F:19])[F:18])=[CH:13][CH:12]=2)[C:8]([NH:21][C:22]2[CH:27]=[CH:26][CH:25]=[CH:24][N:23]=2)=[O:10])[CH2:2][CH2:3][CH2:4][CH2:5]1. The yield is 0.800. (3) The reactants are [Cl:1][C:2]1[CH:7]=[CH:6][CH:5]=[CH:4][C:3]=1[CH:8]([CH:22]1[CH2:24][CH2:23]1)[NH:9][C:10]([C:12]1[CH:13]=[C:14]2[C:18](=[CH:19][CH:20]=1)[NH:17][N:16]=[C:15]2I)=[O:11].[CH3:25][N:26]1[CH2:31][CH2:30][CH:29]([O:32][C:33]2[CH:38]=[CH:37][C:36](B3OC(C)(C)C(C)(C)O3)=[CH:35][CH:34]=2)[CH2:28][CH2:27]1.C([O-])([O-])=O.[Na+].[Na+]. The catalyst is CCO.C1C=CC([P]([Pd]([P](C2C=CC=CC=2)(C2C=CC=CC=2)C2C=CC=CC=2)([P](C2C=CC=CC=2)(C2C=CC=CC=2)C2C=CC=CC=2)[P](C2C=CC=CC=2)(C2C=CC=CC=2)C2C=CC=CC=2)(C2C=CC=CC=2)C2C=CC=CC=2)=CC=1. The product is [Cl:1][C:2]1[CH:7]=[CH:6][CH:5]=[CH:4][C:3]=1[CH:8]([CH:22]1[CH2:24][CH2:23]1)[NH:9][C:10]([C:12]1[CH:13]=[C:14]2[C:18](=[CH:19][CH:20]=1)[NH:17][N:16]=[C:15]2[C:36]1[CH:37]=[CH:38][C:33]([O:32][CH:29]2[CH2:28][CH2:27][N:26]([CH3:25])[CH2:31][CH2:30]2)=[CH:34][CH:35]=1)=[O:11]. The yield is 0.290. (4) The reactants are Cl[C:2]1[N:7]=[CH:6][C:5]([NH2:8])=[C:4]([C:9]2[C:10]([F:26])=[N:11][CH:12]=[C:13]([C:15]3[S:23][C:22]4[CH2:21][CH2:20][N:19]([CH2:24][CH3:25])[CH2:18][C:17]=4[CH:16]=3)[CH:14]=2)[CH:3]=1.[CH3:27][N:28]1[CH:32]=[C:31](B2OC(C)(C)C(C)(C)O2)[CH:30]=[N:29]1. The catalyst is [F-].[K+].C(#N)C.C(OCC)(=O)C. The product is [CH2:24]([N:19]1[CH2:20][CH2:21][C:22]2[S:23][C:15]([C:13]3[CH:14]=[C:9]([C:4]4[CH:3]=[C:2]([C:31]5[CH:30]=[N:29][N:28]([CH3:27])[CH:32]=5)[N:7]=[CH:6][C:5]=4[NH2:8])[C:10]([F:26])=[N:11][CH:12]=3)=[CH:16][C:17]=2[CH2:18]1)[CH3:25]. The yield is 0.550. (5) The reactants are [CH2:1]1[C:5]2([O:10][CH2:9][CH2:8][CH2:7][O:6]2)[CH2:4][C@@H:3]([C:11]2[NH:12][CH:13]=[C:14]([C:16]3[CH:21]=[CH:20][C:19]([C:22]4[CH:27]=[CH:26][C:25]([C:28]5[N:29]=[C:30]([C@@H:33]6[CH2:37][CH2:36][CH2:35][N:34]6[C:38]([C@@H:40]([NH:44][C:45](=[O:48])[O:46][CH3:47])[CH:41]([CH3:43])[CH3:42])=[O:39])[NH:31][CH:32]=5)=[CH:24][CH:23]=4)=[CH:18][CH:17]=3)[N:15]=2)[NH:2]1.[CH3:49][O:50][C:51]([NH:53][C@H:54]([C:58](O)=[O:59])[CH:55]([CH3:57])[CH3:56])=[O:52].CN(C(ON1N=NC2C=CC=NC1=2)=[N+](C)C)C.F[P-](F)(F)(F)(F)F. No catalyst specified. The product is [CH3:42][CH:41]([CH3:43])[C@H:40]([NH:44][C:45](=[O:48])[O:46][CH3:47])[C:38]([N:34]1[CH2:35][CH2:36][CH2:37][C@H:33]1[C:30]1[NH:31][CH:32]=[C:28]([C:25]2[CH:26]=[CH:27][C:22]([C:19]3[CH:18]=[CH:17][C:16]([C:14]4[N:15]=[C:11]([C@@H:3]5[CH2:4][C:5]6([O:10][CH2:9][CH2:8][CH2:7][O:6]6)[CH2:1][N:2]5[C:58](=[O:59])[C@@H:54]([NH:53][C:51]([O:50][CH3:49])=[O:52])[CH:55]([CH3:57])[CH3:56])[NH:12][CH:13]=4)=[CH:21][CH:20]=3)=[CH:23][CH:24]=2)[N:29]=1)=[O:39]. The yield is 0.530. (6) The reactants are [N+:1]([C:4]1[CH:9]=[CH:8][C:7]([CH:10]=[CH:11][C:12]([O:14]CC)=[O:13])=[CH:6][CH:5]=1)([O-:3])=[O:2].[OH-].[Na+]. The catalyst is O1CCOCC1. The product is [N+:1]([C:4]1[CH:5]=[CH:6][C:7]([CH:10]=[CH:11][C:12]([OH:14])=[O:13])=[CH:8][CH:9]=1)([O-:3])=[O:2]. The yield is 0.603. (7) The reactants are [Cl:1][C:2]1[CH:26]=[C:25]([C:27]([F:30])([F:29])[F:28])[CH:24]=[CH:23][C:3]=1[O:4][C:5]1[CH:10]=[C:9]([O:11][CH2:12][CH2:13][O:14][CH3:15])[CH:8]=[CH:7][C:6]=1/[CH:16]=[CH:17]/[C:18]([O:20]CC)=[O:19].[OH-].[Na+]. The catalyst is O1CCCC1.C(O)C. The product is [Cl:1][C:2]1[CH:26]=[C:25]([C:27]([F:28])([F:30])[F:29])[CH:24]=[CH:23][C:3]=1[O:4][C:5]1[CH:10]=[C:9]([O:11][CH2:12][CH2:13][O:14][CH3:15])[CH:8]=[CH:7][C:6]=1/[CH:16]=[CH:17]/[C:18]([OH:20])=[O:19]. The yield is 0.970. (8) The reactants are [CH:1]1([CH2:4][N:5]2[CH:9]=[C:8](I)[N:7]=[CH:6]2)[CH2:3][CH2:2]1.C([Mg]Cl)(C)C.[CH2:16]([Sn:20]([CH2:26][CH2:27][CH2:28][CH3:29])([CH2:22][CH2:23][CH2:24][CH3:25])Cl)[CH2:17][CH2:18][CH3:19]. The catalyst is C1COCC1. The product is [CH:1]1([CH2:4][N:5]2[CH:9]=[C:8]([Sn:20]([CH2:22][CH2:23][CH2:24][CH3:25])([CH2:26][CH2:27][CH2:28][CH3:29])[CH2:16][CH2:17][CH2:18][CH3:19])[N:7]=[CH:6]2)[CH2:3][CH2:2]1. The yield is 0.780. (9) The reactants are [OH:1][C:2]1[CH:7]=[C:6]([O:8][CH2:9][O:10][CH3:11])[CH:5]=[CH:4][C:3]=1[CH2:12][CH2:13][C:14]([O:16][CH2:17][CH3:18])=[O:15].[H-].[Na+].Cl[C:22]1[C:27]([Cl:28])=[CH:26][C:25]([C:29]([F:32])([F:31])[F:30])=[CH:24][N:23]=1.O. The catalyst is CN(C)C=O. The yield is 0.740. The product is [Cl:28][C:27]1[C:22]([O:1][C:2]2[CH:7]=[C:6]([O:8][CH2:9][O:10][CH3:11])[CH:5]=[CH:4][C:3]=2[CH2:12][CH2:13][C:14]([O:16][CH2:17][CH3:18])=[O:15])=[N:23][CH:24]=[C:25]([C:29]([F:31])([F:30])[F:32])[CH:26]=1.